This data is from Reaction yield outcomes from USPTO patents with 853,638 reactions. The task is: Predict the reaction yield, written as a fraction of the theoretical maximum amount of product (1.0 means a 100% yield; for example, 0.34 means a 34% yield). (1) The reactants are [O:1]([C:8]1[CH:13]=[CH:12][C:11]([C:14]2[C:22]3[C:17](=[N:18][CH:19]=[N:20][C:21]=3[NH2:23])[N:16]([CH:24]3[CH2:32][CH2:31][C:27]4([CH2:30][NH:29][CH2:28]4)[CH2:26][CH2:25]3)[N:15]=2)=[CH:10][CH:9]=1)[C:2]1[CH:7]=[CH:6][CH:5]=[CH:4][CH:3]=1.C(N(CC)CC)C.[C:40](Cl)(=[O:43])[CH:41]=[CH2:42]. The catalyst is C(Cl)Cl. The product is [NH2:23][C:21]1[N:20]=[CH:19][N:18]=[C:17]2[N:16]([CH:24]3[CH2:32][CH2:31][C:27]4([CH2:30][N:29]([C:40](=[O:43])[CH:41]=[CH2:42])[CH2:28]4)[CH2:26][CH2:25]3)[N:15]=[C:14]([C:11]3[CH:10]=[CH:9][C:8]([O:1][C:2]4[CH:3]=[CH:4][CH:5]=[CH:6][CH:7]=4)=[CH:13][CH:12]=3)[C:22]=12. The yield is 0.510. (2) The reactants are [O:1]1[CH:5]=[CH:4][CH:3]=[C:2]1[CH2:6][NH2:7].[C:8]([C:12]1[CH:21]=[CH:20][C:15]([CH2:16][N:17]=[C:18]=[S:19])=[CH:14][CH:13]=1)([CH3:11])([CH3:10])[CH3:9]. The catalyst is ClCCl.C(OCC)(=O)C. The product is [C:8]([C:12]1[CH:21]=[CH:20][C:15]([CH2:16][NH:17][C:18]([NH:7][CH2:6][C:2]2[O:1][CH:5]=[CH:4][CH:3]=2)=[S:19])=[CH:14][CH:13]=1)([CH3:11])([CH3:9])[CH3:10]. The yield is 0.870. (3) The reactants are [F:1][C:2]1(F)[C:15](F)([F:16])[C:14]2[CH:13]=[CH:12][CH:11]=[CH:10][C:9]=2[C:8]2[C:3]1=[CH:4][CH:5]=[CH:6][CH:7]=2.[NH4+].[OH-]. The catalyst is C1COCC1.[Zn]. The product is [F:1][C:2]1[C:3]2[C:8]([C:9]3[CH:10]=[CH:11][CH:12]=[CH:13][C:14]=3[C:15]=1[F:16])=[CH:7][CH:6]=[CH:5][CH:4]=2. The yield is 0.950. (4) The reactants are Cl.[CH2:2]([N:4]([C:12]1[N:17]=[CH:16][N:15]=[C:14]2[N:18]([C:21]3[CH:26]=[CH:25][C:24]([S:27]([CH3:30])(=[O:29])=[O:28])=[CH:23][C:22]=3[F:31])[N:19]=[CH:20][C:13]=12)[CH2:5][CH:6]1[CH2:11][CH2:10][NH:9][CH2:8][CH2:7]1)[CH3:3].Br[C:33]1[CH:38]=[CH:37][C:36]([C:39]([F:42])([F:41])[F:40])=[CH:35][N:34]=1.C(N(CC)CC)C. The catalyst is CN(C=O)C. The product is [CH2:2]([N:4]([C:12]1[N:17]=[CH:16][N:15]=[C:14]2[N:18]([C:21]3[CH:26]=[CH:25][C:24]([S:27]([CH3:30])(=[O:29])=[O:28])=[CH:23][C:22]=3[F:31])[N:19]=[CH:20][C:13]=12)[CH2:5][CH:6]1[CH2:7][CH2:8][N:9]([C:33]2[CH:38]=[CH:37][C:36]([C:39]([F:42])([F:41])[F:40])=[CH:35][N:34]=2)[CH2:10][CH2:11]1)[CH3:3]. The yield is 0.510. (5) The reactants are [CH2:1]([C:3]1[C:8]([CH2:9][S:10][C:11]2[N:16]=[C:15]([OH:17])[CH:14]=[C:13]([CH3:18])[N:12]=2)=[CH:7][CH:6]=[CH:5][N:4]=1)[CH3:2].[ClH:19].O1CCOCC1. The catalyst is CO. The product is [ClH:19].[CH2:1]([C:3]1[C:8]([CH2:9][S:10][C:11]2[N:16]=[C:15]([OH:17])[CH:14]=[C:13]([CH3:18])[N:12]=2)=[CH:7][CH:6]=[CH:5][N:4]=1)[CH3:2]. The yield is 0.970. (6) The reactants are [Cl:1][C:2]1[CH:7]=[CH:6][C:5]([O:8][C:9]2[CH:14]=[CH:13][C:12]([CH:15](O)[CH3:16])=[CH:11][CH:10]=2)=[CH:4][C:3]=1[C:18]([F:21])([F:20])[F:19].S(Cl)([Cl:24])=O. The catalyst is C(Cl)Cl. The product is [Cl:1][C:2]1[CH:7]=[CH:6][C:5]([O:8][C:9]2[CH:14]=[CH:13][C:12]([CH:15]([Cl:24])[CH3:16])=[CH:11][CH:10]=2)=[CH:4][C:3]=1[C:18]([F:21])([F:20])[F:19]. The yield is 0.950. (7) The reactants are [O:1]=[C:2]1[C:6]2([CH2:11][CH2:10][NH:9][CH2:8][CH2:7]2)[N:5]([C:12]2[CH:17]=[CH:16][CH:15]=[CH:14][CH:13]=2)[CH2:4][N:3]1[CH2:18][C:19]1[CH:20]=[C:21]([CH:29]=[CH:30][CH:31]=1)[C:22]([O:24][C:25]([CH3:28])([CH3:27])[CH3:26])=[O:23].Cl[CH2:33][CH2:34][CH2:35][N:36]1[C:44]2[C:39](=[CH:40][CH:41]=[CH:42][CH:43]=2)[C:38]([F:46])([F:45])[C:37]1=[O:47].[I-].[Na+].C(=O)([O-])[O-].[K+].[K+]. The catalyst is CC(=O)CC. The product is [F:46][C:38]1([F:45])[C:39]2[C:44](=[CH:43][CH:42]=[CH:41][CH:40]=2)[N:36]([CH2:35][CH2:34][CH2:33][N:9]2[CH2:10][CH2:11][C:6]3([N:5]([C:12]4[CH:13]=[CH:14][CH:15]=[CH:16][CH:17]=4)[CH2:4][N:3]([CH2:18][C:19]4[CH:20]=[C:21]([CH:29]=[CH:30][CH:31]=4)[C:22]([O:24][C:25]([CH3:28])([CH3:26])[CH3:27])=[O:23])[C:2]3=[O:1])[CH2:7][CH2:8]2)[C:37]1=[O:47]. The yield is 0.468.